The task is: Predict the reaction yield, written as a fraction of the theoretical maximum amount of product (1.0 means a 100% yield; for example, 0.34 means a 34% yield).. This data is from Reaction yield outcomes from USPTO patents with 853,638 reactions. (1) The yield is 0.558. The reactants are [Cl:1][C:2]1[O:6][C:5]([C:7]([OH:9])=O)=[CH:4][C:3]=1[C:10]1[N:14]([CH3:15])[N:13]=[CH:12][CH:11]=1.[NH2:16][C@@H:17]([CH2:30][C:31]1[CH:36]=[CH:35][CH:34]=[CH:33][C:32]=1[C:37]([F:40])([F:39])[F:38])[CH2:18][N:19]1[C:27](=[O:28])[C:26]2[C:21](=[CH:22][CH:23]=[CH:24][CH:25]=2)[C:20]1=[O:29].C(N(CC)C(C)C)(C)C.F[P-](F)(F)(F)(F)F.Br[P+](N1CCCC1)(N1CCCC1)N1CCCC1. The catalyst is ClCCl. The product is [Cl:1][C:2]1[O:6][C:5]([C:7]([NH:16][C@@H:17]([CH2:30][C:31]2[CH:36]=[CH:35][CH:34]=[CH:33][C:32]=2[C:37]([F:40])([F:38])[F:39])[CH2:18][N:19]2[C:27](=[O:28])[C:26]3[C:21](=[CH:22][CH:23]=[CH:24][CH:25]=3)[C:20]2=[O:29])=[O:9])=[CH:4][C:3]=1[C:10]1[N:14]([CH3:15])[N:13]=[CH:12][CH:11]=1. (2) The reactants are C([O:8][C:9]1[C:14]([CH2:15][N:16]2[C:22](=[O:23])[C:21]3[C:24]([CH3:40])=[C:25]([O:36][CH:37]([CH3:39])[CH3:38])[CH:26]=[C:27]([C:28]4[CH:29]=[N:30][C:31]([NH:34][CH3:35])=[N:32][CH:33]=4)[C:20]=3[O:19][CH2:18][CH2:17]2)=[C:13]([CH3:41])[CH:12]=[C:11]([CH3:42])[N:10]=1)C1C=CC=CC=1.Cl. The catalyst is C(Cl)Cl.O1CCOCC1. The product is [CH3:41][C:13]1[CH:12]=[C:11]([CH3:42])[NH:10][C:9](=[O:8])[C:14]=1[CH2:15][N:16]1[C:22](=[O:23])[C:21]2[C:24]([CH3:40])=[C:25]([O:36][CH:37]([CH3:38])[CH3:39])[CH:26]=[C:27]([C:28]3[CH:33]=[N:32][C:31]([NH:34][CH3:35])=[N:30][CH:29]=3)[C:20]=2[O:19][CH2:18][CH2:17]1. The yield is 0.500. (3) The reactants are [O:1]1[CH:5]=[CH:4][CH:3]=[C:2]1[C:6]1[N:7]=[C:8]([NH:17][C:18]([C:20]2[CH:25]=[CH:24][NH:23][C:22](=[O:26])[CH:21]=2)=[O:19])[S:9][C:10]=1[C:11]1[CH:16]=[CH:15][N:14]=[CH:13][CH:12]=1.[H-].[Na+].[CH2:29](Br)[C:30]1[CH:35]=[CH:34][CH:33]=[CH:32][CH:31]=1.Cl. The catalyst is CN(C=O)C.O. The product is [CH2:29]([N:23]1[CH:24]=[CH:25][C:20]([C:18]([NH:17][C:8]2[S:9][C:10]([C:11]3[CH:12]=[CH:13][N:14]=[CH:15][CH:16]=3)=[C:6]([C:2]3[O:1][CH:5]=[CH:4][CH:3]=3)[N:7]=2)=[O:19])=[CH:21][C:22]1=[O:26])[C:30]1[CH:35]=[CH:34][CH:33]=[CH:32][CH:31]=1. The yield is 0.140.